Dataset: Forward reaction prediction with 1.9M reactions from USPTO patents (1976-2016). Task: Predict the product of the given reaction. (1) Given the reactants [CH3:1][N:2]1[C:10]2[C@@:9]3([CH3:14])[C:11]([CH3:13])([CH3:12])[C@H:6]([CH2:7][CH2:8]3)[C:5]=2[C:4](=[O:15])[NH:3]1.Br[CH2:17][C:18]1[CH:27]=[CH:26][CH:25]=[CH:24][C:19]=1[C:20]([O:22][CH3:23])=[O:21], predict the reaction product. The product is: [CH3:23][O:22][C:20](=[O:21])[C:19]1[CH:24]=[CH:25][CH:26]=[CH:27][C:18]=1[CH2:17][N:3]1[C:4](=[O:15])[C:5]2[C@@H:6]3[C:11]([CH3:12])([CH3:13])[C@@:9]([CH3:14])([CH2:8][CH2:7]3)[C:10]=2[N:2]1[CH3:1]. (2) The product is: [CH3:7][C:3]1[CH:2]=[N:1][CH:6]=[CH:5][C:4]=1[C:12]#[N:13]. Given the reactants [N+:1]1([O-])[CH:6]=[CH:5][CH:4]=[C:3]([CH3:7])[CH:2]=1.C(I)C.[C-:12]#[N:13].[Na+], predict the reaction product.